Dataset: Peptide-MHC class II binding affinity with 134,281 pairs from IEDB. Task: Regression. Given a peptide amino acid sequence and an MHC pseudo amino acid sequence, predict their binding affinity value. This is MHC class II binding data. (1) The peptide sequence is MASRFMTDPHAMRDM. The MHC is DRB1_0404 with pseudo-sequence DRB1_0404. The binding affinity (normalized) is 0.227. (2) The peptide sequence is APCRIPVIVADDLTA. The MHC is DRB4_0103 with pseudo-sequence DRB4_0103. The binding affinity (normalized) is 0. (3) The peptide sequence is AELVHFLLLKYRAR. The MHC is DRB1_1101 with pseudo-sequence DRB1_1101. The binding affinity (normalized) is 0.701.